This data is from Forward reaction prediction with 1.9M reactions from USPTO patents (1976-2016). The task is: Predict the product of the given reaction. Given the reactants [F:1][C:2]1[CH:8]=[CH:7][C:6]([F:9])=[CH:5][C:3]=1[NH2:4].Cl.Cl[CH2:12][CH2:13][NH:14][CH2:15][CH2:16]Cl.C(=O)([O-])[O-].[Na+].[Na+].[OH-].[Na+], predict the reaction product. The product is: [F:1][C:2]1[CH:8]=[CH:7][C:6]([F:9])=[CH:5][C:3]=1[N:4]1[CH2:16][CH2:15][NH:14][CH2:13][CH2:12]1.